Task: Predict the reactants needed to synthesize the given product.. Dataset: Full USPTO retrosynthesis dataset with 1.9M reactions from patents (1976-2016) (1) Given the product [Br:8][C:9]1[CH:10]=[C:11]2[C:12]3([O:4][N:3]([CH3:2])[C:26]([NH2:27])=[N:25]3)[CH2:13][CH:14]([C:19]3[CH:20]=[N:21][CH:22]=[CH:23][CH:24]=3)[O:6][C:5]2=[CH:17][CH:18]=1, predict the reactants needed to synthesize it. The reactants are: Cl.[CH3:2][NH:3][OH:4].[CH3:5][O-:6].[Na+].[Br:8][C:9]1[CH:10]=[C:11]2C(=[CH:17][CH:18]=1)O[CH:14]([C:19]1[CH:20]=[N:21][CH:22]=[CH:23][CH:24]=1)[CH2:13]/[C:12]/2=[N:25]\[C:26]#[N:27]. (2) Given the product [CH2:35]([O:34][CH:4]([CH2:5][C:6]1[CH:11]=[CH:10][C:9]([CH2:12][CH2:13][N:14]([CH2:27][CH2:28][CH2:29][CH2:30][CH2:31][CH2:32][CH3:33])[C:15]([C:17]2([C:20]3[CH:25]=[CH:24][C:23]([CH3:26])=[CH:22][CH:21]=3)[CH2:19][CH2:18]2)=[O:16])=[CH:8][CH:7]=1)[C:3]([OH:37])=[O:2])[CH3:36], predict the reactants needed to synthesize it. The reactants are: C[O:2][C:3](=[O:37])[CH:4]([O:34][CH2:35][CH3:36])[CH2:5][C:6]1[CH:11]=[CH:10][C:9]([CH2:12][CH2:13][N:14]([CH2:27][CH2:28][CH2:29][CH2:30][CH2:31][CH2:32][CH3:33])[C:15]([C:17]2([C:20]3[CH:25]=[CH:24][C:23]([CH3:26])=[CH:22][CH:21]=3)[CH2:19][CH2:18]2)=[O:16])=[CH:8][CH:7]=1.[Li+].[OH-]. (3) Given the product [O:8]=[C:9]([N:27]1[CH2:28][CH2:29][N:30]([CH2:34][C:35]2[CH:40]=[CH:39][CH:38]=[CH:37][C:36]=2[C:41]([F:42])([F:43])[F:44])[CH2:31][CH2:32]1)[CH2:10][NH:11][C:12](=[O:26])[C:13]1[CH:14]=[CH:15][C:16]([O:19][C:20]2[CH:25]=[CH:24][CH:23]=[CH:22][CH:21]=2)=[CH:17][CH:18]=1, predict the reactants needed to synthesize it. The reactants are: C([O-])([O-])=O.[K+].[K+].Cl.[O:8]=[C:9]([N:27]1[CH2:32][CH2:31][NH:30][CH2:29][CH2:28]1)[CH2:10][NH:11][C:12](=[O:26])[C:13]1[CH:18]=[CH:17][C:16]([O:19][C:20]2[CH:25]=[CH:24][CH:23]=[CH:22][CH:21]=2)=[CH:15][CH:14]=1.Br[CH2:34][C:35]1[CH:40]=[CH:39][CH:38]=[CH:37][C:36]=1[C:41]([F:44])([F:43])[F:42].O. (4) Given the product [CH3:26][CH2:25][N:27]([C:15]([C:3]1[C:4](=[O:14])[N:5]([CH3:13])[C:6]2[CH:7]=[CH:8][CH:9]=[C:10]([Cl:12])[C:11]=2[C:2]=1[OH:1])=[O:17])[C:28]1[CH:29]=[CH:30][CH:31]=[CH:32][CH:33]=1, predict the reactants needed to synthesize it. The reactants are: [OH:1][C:2]1[C:11]2[C:6](=[CH:7][CH:8]=[CH:9][C:10]=2[Cl:12])[N:5]([CH3:13])[C:4](=[O:14])[C:3]=1[C:15]([OH:17])=O.C1(C)C=CC=CC=1.[CH2:25]([NH:27][C:28]1[CH:33]=[CH:32][CH:31]=[CH:30][CH:29]=1)[CH3:26].S(Cl)(Cl)=O. (5) Given the product [O:16]=[C:14]([NH:33][C@@H:30]1[C@@H:28]2[C@@H:27]([CH2:26][N:25]([C:22]3[CH:21]=[CH:20][C:19]([C:18]([F:35])([F:34])[F:17])=[CH:24][N:23]=3)[CH2:29]2)[CH2:32][CH2:31]1)[C@@H:9]([NH:8][C:6](=[O:7])[O:5][CH:1]([CH3:3])[CH3:4])[CH2:10][CH2:11][CH3:13], predict the reactants needed to synthesize it. The reactants are: [C:1]([O:5][C:6]([NH:8][C@H:9]([C:14]([OH:16])=O)[CH2:10][CH:11]([CH3:13])C)=[O:7])([CH3:4])([CH3:3])C.[F:17][C:18]([F:35])([F:34])[C:19]1[CH:20]=[CH:21][C:22]([N:25]2[CH2:29][C@@H:28]3[C@@H:30]([NH2:33])[CH2:31][CH2:32][C@@H:27]3[CH2:26]2)=[N:23][CH:24]=1.C(N1C[C@@H]2[C@@H](N)CC[C@@H]2C1)C1C=CC=CC=1.